Dataset: Forward reaction prediction with 1.9M reactions from USPTO patents (1976-2016). Task: Predict the product of the given reaction. (1) Given the reactants [Br:1][C:2]1[CH:7]=[C:6]([CH2:8]/[CH:9]=[CH:10]/[C:11]([F:14])([F:13])[F:12])[C:5]([OH:15])=[C:4]([N+:16]([O-:18])=[O:17])[CH:3]=1.C(=O)([O-])[O-].[K+].[K+].I[CH2:26][CH2:27][CH3:28].[I-], predict the reaction product. The product is: [Br:1][C:2]1[CH:7]=[C:6](/[CH:8]=[CH:9]/[CH2:10][C:11]([F:13])([F:14])[F:12])[C:5]([O:15][CH2:26][CH2:27][CH3:28])=[C:4]([N+:16]([O-:18])=[O:17])[CH:3]=1.[Br:1][C:2]1[CH:7]=[C:6]([CH2:8]/[CH:9]=[CH:10]/[C:11]([F:13])([F:14])[F:12])[C:5]([O:15][CH2:26][CH2:27][CH3:28])=[C:4]([N+:16]([O-:18])=[O:17])[CH:3]=1. (2) Given the reactants [F:1][C:2]1[CH:7]=[C:6]([F:8])[CH:5]=[CH:4][C:3]=1[CH2:9][C:10](Cl)=[O:11].[C:13]([O:17][C:18]([CH3:21])([CH3:20])[CH3:19])(=[O:16])[NH:14][NH2:15].CCN(C(C)C)C(C)C, predict the reaction product. The product is: [F:1][C:2]1[CH:7]=[C:6]([F:8])[CH:5]=[CH:4][C:3]=1[CH2:9][C:10]([NH:15][NH:14][C:13]([O:17][C:18]([CH3:21])([CH3:20])[CH3:19])=[O:16])=[O:11]. (3) Given the reactants [Si](C([O:17][CH:18]([Si](C(C)(C)C)(C)C)[C:19]1[CH:24]=[C:23]([Cl:25])[CH:22]=[C:21]([Cl:26])[CH:20]=1)C1C=C(Cl)C=C(Cl)C=1)(C(C)(C)C)(C)C.C([Li])CCC.[Cl:39][C:40]1[CH:48]=[CH:47][C:43]([C:44](Cl)=[O:45])=[CH:42][CH:41]=1.Cl, predict the reaction product. The product is: [Cl:25][C:23]1[CH:24]=[C:19]([CH:20]=[C:21]([Cl:26])[C:22]=1[C:44](=[O:45])[C:43]1[CH:47]=[CH:48][C:40]([Cl:39])=[CH:41][CH:42]=1)[CH2:18][OH:17]. (4) Given the reactants [H-].[H-].[H-].[H-].[Li+].[Al+3].[Cl:7][C:8]1[C:12]([CH2:13][O:14][C:15]2[CH:20]=[CH:19][C:18]([CH2:21][CH2:22][C:23](OCC)=[O:24])=[C:17]([F:28])[C:16]=2[F:29])=[C:11]([C:30]2[CH:35]=[CH:34][C:33]([CH2:36][CH3:37])=[CH:32][CH:31]=2)[S:10][N:9]=1, predict the reaction product. The product is: [Cl:7][C:8]1[C:12]([CH2:13][O:14][C:15]2[CH:20]=[CH:19][C:18]([CH2:21][CH2:22][CH2:23][OH:24])=[C:17]([F:28])[C:16]=2[F:29])=[C:11]([C:30]2[CH:31]=[CH:32][C:33]([CH2:36][CH3:37])=[CH:34][CH:35]=2)[S:10][N:9]=1. (5) Given the reactants [C:1]1(=[O:11])[NH:5][C:4](=[O:6])[C:3]2=[CH:7][CH:8]=[CH:9][CH:10]=[C:2]12.[K].Br[CH2:14][CH2:15][CH:16]=[C:17]([CH3:19])[CH3:18].O, predict the reaction product. The product is: [CH3:18][C:17]([CH3:19])=[CH:16][CH2:15][CH2:14][N:5]1[C:1](=[O:11])[C:2]2=[CH:10][CH:9]=[CH:8][CH:7]=[C:3]2[C:4]1=[O:6]. (6) Given the reactants [NH2:1][C:2]1[N:7]=[C:6]([N:8]2[C:16]3[C:11](=[CH:12][CH:13]=[C:14]([C:17]#[CH:18])[CH:15]=3)[C:10]([C:19]([N:21]([CH3:23])[CH3:22])=[O:20])=[N:9]2)[CH:5]=[CH:4][N:3]=1.[Li+].CC([N-]C(C)C)C.[N:32]1[CH:37]=[CH:36][CH:35]=[N:34][C:33]=1[C:38](=[O:40])[CH3:39], predict the reaction product. The product is: [NH2:1][C:2]1[N:7]=[C:6]([N:8]2[C:16]3[C:11](=[CH:12][CH:13]=[C:14]([C:17]#[C:18][C:38]([OH:40])([C:33]4[N:34]=[CH:35][CH:36]=[CH:37][N:32]=4)[CH3:39])[CH:15]=3)[C:10]([C:19]([N:21]([CH3:23])[CH3:22])=[O:20])=[N:9]2)[CH:5]=[CH:4][N:3]=1.